Regression/Classification. Given a drug SMILES string, predict its absorption, distribution, metabolism, or excretion properties. Task type varies by dataset: regression for continuous measurements (e.g., permeability, clearance, half-life) or binary classification for categorical outcomes (e.g., BBB penetration, CYP inhibition). Dataset: cyp2c19_veith. From a dataset of CYP2C19 inhibition data for predicting drug metabolism from PubChem BioAssay. The molecule is O=C(COc1ccc(/C=N/NC(=O)c2ccccc2)cc1)Nc1ccc([N+](=O)[O-])cc1. The result is 0 (non-inhibitor).